This data is from Forward reaction prediction with 1.9M reactions from USPTO patents (1976-2016). The task is: Predict the product of the given reaction. Given the reactants [F:1][C:2]1[C:11]2[O:10][CH2:9][CH:8]([CH2:12]OS(C3C=CC(C)=CC=3)(=O)=O)[O:7][C:6]=2[CH:5]=[C:4]([S:24]([CH3:27])(=[O:26])=[O:25])[CH:3]=1.[CH3:28][NH:29][CH2:30][CH2:31][CH3:32], predict the reaction product. The product is: [F:1][C:2]1[C:11]2[O:10][CH2:9][CH:8]([CH2:12][N:29]([CH3:28])[CH2:30][CH2:31][CH3:32])[O:7][C:6]=2[CH:5]=[C:4]([S:24]([CH3:27])(=[O:25])=[O:26])[CH:3]=1.